From a dataset of Catalyst prediction with 721,799 reactions and 888 catalyst types from USPTO. Predict which catalyst facilitates the given reaction. Reactant: [C:1](=[O:6])([O:4][CH3:5])OC.[H-].[Na+].[F:9][C:10]1[CH:15]=[CH:14][C:13]([C:16](=[O:18])[CH3:17])=[CH:12][CH:11]=1.Cl. Product: [CH3:5][O:4][C:1](=[O:6])[CH2:17][C:16]([C:13]1[CH:14]=[CH:15][C:10]([F:9])=[CH:11][CH:12]=1)=[O:18]. The catalyst class is: 1.